This data is from CYP2D6 inhibition data for predicting drug metabolism from PubChem BioAssay. The task is: Regression/Classification. Given a drug SMILES string, predict its absorption, distribution, metabolism, or excretion properties. Task type varies by dataset: regression for continuous measurements (e.g., permeability, clearance, half-life) or binary classification for categorical outcomes (e.g., BBB penetration, CYP inhibition). Dataset: cyp2d6_veith. (1) The compound is CC(C)(C)N1C(=O)[C@@H]2[C@@H](CC[C@@H]3C(=O)C=C[C@@H](O)[C@H]32)C1=O. The result is 0 (non-inhibitor). (2) The molecule is Cc1ccc(-n2c(-c3ccccc3)cc(=O)nc2C)cc1. The result is 0 (non-inhibitor).